Predict which catalyst facilitates the given reaction. From a dataset of Catalyst prediction with 721,799 reactions and 888 catalyst types from USPTO. Reactant: [F:1][C:2]1[CH:7]=[C:6]([F:8])[CH:5]=[CH:4][C:3]=1[C:9]1[CH:14]=[C:13]([N:15]2[C:19]3[CH:20]=[CH:21][C:22]([C:24]4[O:28][CH:27]=[N:26][CH:25]=4)=[CH:23][C:18]=3[N:17]=[CH:16]2)[CH:12]=[C:11]([NH:29]C(=O)C)[CH:10]=1.[OH-].[Na+]. Product: [F:1][C:2]1[CH:7]=[C:6]([F:8])[CH:5]=[CH:4][C:3]=1[C:9]1[CH:14]=[C:13]([N:15]2[C:19]3[CH:20]=[CH:21][C:22]([C:24]4[O:28][CH:27]=[N:26][CH:25]=4)=[CH:23][C:18]=3[N:17]=[CH:16]2)[CH:12]=[C:11]([NH2:29])[CH:10]=1. The catalyst class is: 8.